Regression. Given two drug SMILES strings and cell line genomic features, predict the synergy score measuring deviation from expected non-interaction effect. From a dataset of NCI-60 drug combinations with 297,098 pairs across 59 cell lines. (1) Drug 1: C1=NC2=C(N1)C(=S)N=C(N2)N. Drug 2: C1C(C(OC1N2C=NC3=C2NC=NCC3O)CO)O. Cell line: NCI-H460. Synergy scores: CSS=37.3, Synergy_ZIP=-0.754, Synergy_Bliss=-2.32, Synergy_Loewe=-30.5, Synergy_HSA=-2.11. (2) Drug 1: C1=NC2=C(N1)C(=S)N=C(N2)N. Drug 2: C(CC(=O)O)C(=O)CN.Cl. Cell line: SF-268. Synergy scores: CSS=10.9, Synergy_ZIP=-8.15, Synergy_Bliss=-8.40, Synergy_Loewe=-8.15, Synergy_HSA=-6.60. (3) Drug 1: C1=NC2=C(N1)C(=S)N=C(N2)N. Drug 2: CN1C2=C(C=C(C=C2)N(CCCl)CCCl)N=C1CCCC(=O)O.Cl. Cell line: DU-145. Synergy scores: CSS=14.5, Synergy_ZIP=-6.82, Synergy_Bliss=-9.81, Synergy_Loewe=-34.6, Synergy_HSA=-11.9. (4) Drug 1: CC1OCC2C(O1)C(C(C(O2)OC3C4COC(=O)C4C(C5=CC6=C(C=C35)OCO6)C7=CC(=C(C(=C7)OC)O)OC)O)O. Drug 2: CC(C)(C1=NC(=CC=C1)N2C3=NC(=NC=C3C(=O)N2CC=C)NC4=CC=C(C=C4)N5CCN(CC5)C)O. Cell line: SK-OV-3. Synergy scores: CSS=37.5, Synergy_ZIP=4.29, Synergy_Bliss=4.43, Synergy_Loewe=1.22, Synergy_HSA=6.73. (5) Drug 1: C1=CC(=CC=C1CCC2=CNC3=C2C(=O)NC(=N3)N)C(=O)NC(CCC(=O)O)C(=O)O. Drug 2: CCC1=CC2CC(C3=C(CN(C2)C1)C4=CC=CC=C4N3)(C5=C(C=C6C(=C5)C78CCN9C7C(C=CC9)(C(C(C8N6C)(C(=O)OC)O)OC(=O)C)CC)OC)C(=O)OC.C(C(C(=O)O)O)(C(=O)O)O. Cell line: SW-620. Synergy scores: CSS=58.4, Synergy_ZIP=-2.58, Synergy_Bliss=-4.31, Synergy_Loewe=-12.4, Synergy_HSA=-0.756. (6) Synergy scores: CSS=8.44, Synergy_ZIP=-1.95, Synergy_Bliss=1.91, Synergy_Loewe=-7.07, Synergy_HSA=-0.479. Drug 1: C1CCC(C1)C(CC#N)N2C=C(C=N2)C3=C4C=CNC4=NC=N3. Cell line: UACC-257. Drug 2: CC1=C(C(=O)C2=C(C1=O)N3CC4C(C3(C2COC(=O)N)OC)N4)N.